From a dataset of Forward reaction prediction with 1.9M reactions from USPTO patents (1976-2016). Predict the product of the given reaction. (1) Given the reactants [Br:1][C:2]1[CH:3]=[C:4]2[N:10]=[C:9]([C:11]3[CH:16]=[CH:15][C:14]([O:17][CH2:18][CH2:19][CH2:20]Cl)=[CH:13][CH:12]=3)[NH:8][C:5]2=[N:6][CH:7]=1.[I-].[Li+].[NH:24]1[CH2:29][CH2:28][O:27][CH2:26][CH2:25]1, predict the reaction product. The product is: [Br:1][C:2]1[CH:3]=[C:4]2[N:10]=[C:9]([C:11]3[CH:16]=[CH:15][C:14]([O:17][CH2:18][CH2:19][CH2:20][N:24]4[CH2:29][CH2:28][O:27][CH2:26][CH2:25]4)=[CH:13][CH:12]=3)[NH:8][C:5]2=[N:6][CH:7]=1. (2) Given the reactants [Br:1][C:2]1[CH:3]=[C:4]([CH:8]=[CH:9][CH:10]=1)[C:5]([OH:7])=O.CN(C=O)C.C(Cl)(=O)C(Cl)=O.[NH2:22][C:23]1[CH:28]=[C:27]([Cl:29])[CH:26]=[CH:25][C:24]=1[CH2:30][C:31]([O:33][CH3:34])=[O:32].CCN(C(C)C)C(C)C, predict the reaction product. The product is: [Br:1][C:2]1[CH:3]=[C:4]([CH:8]=[CH:9][CH:10]=1)[C:5]([NH:22][C:23]1[CH:28]=[C:27]([Cl:29])[CH:26]=[CH:25][C:24]=1[CH2:30][C:31]([O:33][CH3:34])=[O:32])=[O:7]. (3) The product is: [CH3:1][O:2][C:3]([CH:4]1[C:13]2[CH:14]=[CH:15][CH:16]=[CH:17][C:12]=2[S:11](=[O:19])(=[O:18])[N:10]1[CH2:20][C:21]1[CH:26]=[CH:25][C:24]([O:27][CH3:28])=[CH:23][CH:22]=1)=[O:5]. Given the reactants [CH3:1][OH:2].[C:3](Cl)(=[O:5])[CH3:4].C(C1[C:13]2[CH:14]=[CH:15][CH:16]=[CH:17][C:12]=2[S:11](=[O:19])(=[O:18])[N:10]1[CH2:20][C:21]1[CH:26]=[CH:25][C:24]([O:27][CH3:28])=[CH:23][CH:22]=1)#N, predict the reaction product. (4) Given the reactants [NH:1]1[CH2:6][CH2:5][CH:4]([N:7]2[C:11]3[CH:12]=[CH:13][CH:14]=[CH:15][C:10]=3[NH:9][C:8]2=[O:16])[CH2:3][CH2:2]1.[C:17]([O:21][C:22](O[C:22]([O:21][C:17]([CH3:20])([CH3:19])[CH3:18])=[O:23])=[O:23])([CH3:20])([CH3:19])[CH3:18], predict the reaction product. The product is: [C:17]([O:21][C:22]([N:1]1[CH2:2][CH2:3][CH:4]([N:7]2[C:11]3[CH:12]=[CH:13][CH:14]=[CH:15][C:10]=3[NH:9][C:8]2=[O:16])[CH2:5][CH2:6]1)=[O:23])([CH3:20])([CH3:19])[CH3:18].